Predict the reaction yield, written as a fraction of the theoretical maximum amount of product (1.0 means a 100% yield; for example, 0.34 means a 34% yield). From a dataset of Reaction yield outcomes from USPTO patents with 853,638 reactions. (1) The reactants are [Cl:1][C:2]1[CH:3]=[C:4]2[C:8](=[C:9]([NH:11][CH:12]3[CH2:16][CH2:15][CH2:14][CH2:13]3)[CH:10]=1)[NH:7][C:6]([C:17]1[S:18][CH2:19][C@@H:20]([CH2:22][CH2:23][N:24]3[CH2:29][CH2:28][N:27](C(OC(C)(C)C)=O)[CH2:26][CH2:25]3)[N:21]=1)=[CH:5]2.C(OC(=O)C)C.Cl. The catalyst is ClCCl. The product is [Cl:1][C:2]1[CH:3]=[C:4]2[C:8](=[C:9]([NH:11][CH:12]3[CH2:16][CH2:15][CH2:14][CH2:13]3)[CH:10]=1)[NH:7][C:6]([C:17]1[S:18][CH2:19][C@@H:20]([CH2:22][CH2:23][N:24]3[CH2:29][CH2:28][NH:27][CH2:26][CH2:25]3)[N:21]=1)=[CH:5]2. The yield is 0.550. (2) The reactants are Br[C:2]1[C:7]([CH3:8])=[CH:6][CH:5]=[CH:4][N:3]=1.C([O-])([O-])=O.[K+].[K+].N#N.[C:17]([O:21][C:22]([C:24]1[CH:25]=[C:26](B(O)O)[CH:27]=[CH:28][CH:29]=1)=[O:23])([CH3:20])([CH3:19])[CH3:18].C(Cl)Cl.CS(O)(=O)=O.[OH-].[Na+]. The catalyst is C1(C)C=CC=CC=1.C1C=CC(P(C2C=CC=CC=2)[C-]2C=CC=C2)=CC=1.C1C=CC(P(C2C=CC=CC=2)[C-]2C=CC=C2)=CC=1.Cl[Pd]Cl.[Fe+2].O. The product is [C:17]([O:21][C:22](=[O:23])[C:24]1[CH:25]=[CH:26][CH:27]=[C:28]([C:2]2[C:7]([CH3:8])=[CH:6][CH:5]=[CH:4][N:3]=2)[CH:29]=1)([CH3:20])([CH3:18])[CH3:19]. The yield is 0.820. (3) The catalyst is C(O)(=O)C. The yield is 0.410. The product is [CH3:1][O:2][C:3]1[CH:4]=[C:5]([CH:8]=[C:9]([O:13][CH3:14])[C:10]=1[O:11][CH3:12])/[CH:6]=[CH:18]/[N+:15]([O-:17])=[O:16]. The reactants are [CH3:1][O:2][C:3]1[CH:4]=[C:5]([CH:8]=[C:9]([O:13][CH3:14])[C:10]=1[O:11][CH3:12])[CH:6]=O.[N+:15]([CH3:18])([O-:17])=[O:16].C([O-])(=O)C.[NH4+]. (4) The reactants are [CH2:1]([O:3][C:4]([C:6]1[CH2:10][C:9]([O-:11])=[C:8](C(OC)=O)[C:7]=1[CH2:16][CH3:17])=[O:5])[CH3:2].[Na+].[Cl-].[K+].CC(O)=O.C([O-])(O)=O.[Na+]. The catalyst is O.C1(C)C=CC=CC=1. The product is [CH2:16]([C:7]1[CH:6]([C:4]([O:3][CH2:1][CH3:2])=[O:5])[CH2:10][C:9](=[O:11])[CH:8]=1)[CH3:17]. The yield is 0.690.